Dataset: Peptide-MHC class II binding affinity with 134,281 pairs from IEDB. Task: Regression. Given a peptide amino acid sequence and an MHC pseudo amino acid sequence, predict their binding affinity value. This is MHC class II binding data. (1) The MHC is DRB1_0404 with pseudo-sequence DRB1_0404. The peptide sequence is GECQIVDKIDAAFKI. The binding affinity (normalized) is 0.531. (2) The peptide sequence is LEASMLLDNMEVRGG. The MHC is HLA-DQA10201-DQB10301 with pseudo-sequence HLA-DQA10201-DQB10301. The binding affinity (normalized) is 0.337. (3) The peptide sequence is AAATAGTTMYGAFAA. The MHC is HLA-DQA10102-DQB10602 with pseudo-sequence HLA-DQA10102-DQB10602. The binding affinity (normalized) is 0.819. (4) The peptide sequence is APATPAAAGAEAGKA. The MHC is HLA-DQA10501-DQB10301 with pseudo-sequence HLA-DQA10501-DQB10301. The binding affinity (normalized) is 0.722.